Dataset: Peptide-MHC class II binding affinity with 134,281 pairs from IEDB. Task: Regression. Given a peptide amino acid sequence and an MHC pseudo amino acid sequence, predict their binding affinity value. This is MHC class II binding data. The peptide sequence is GKQAANVEATSYALL. The MHC is DRB1_0401 with pseudo-sequence DRB1_0401. The binding affinity (normalized) is 0.209.